Dataset: Catalyst prediction with 721,799 reactions and 888 catalyst types from USPTO. Task: Predict which catalyst facilitates the given reaction. (1) The catalyst class is: 19. Reactant: [C:1]([O:5][C:6]([N:8]1[CH2:13][CH2:12][CH:11]2[CH2:14][N:15](CC3C=CC=CC=3)[CH2:16][CH:10]2[CH2:9]1)=[O:7])([CH3:4])([CH3:3])[CH3:2].[H][H]. Product: [C:1]([O:5][C:6]([N:8]1[CH2:13][CH2:12][CH:11]2[CH2:14][NH:15][CH2:16][CH:10]2[CH2:9]1)=[O:7])([CH3:4])([CH3:2])[CH3:3]. (2) Reactant: [CH3:1][C:2]1([CH3:15])[CH2:14][C:5]2[S:6][C:7]([C:9]([O:11]CC)=[O:10])=[CH:8][C:4]=2[CH2:3]1.C1COCC1.[OH-].[Li+].Cl. Product: [CH3:1][C:2]1([CH3:15])[CH2:14][C:5]2[S:6][C:7]([C:9]([OH:11])=[O:10])=[CH:8][C:4]=2[CH2:3]1. The catalyst class is: 40.